Predict the reactants needed to synthesize the given product. From a dataset of Full USPTO retrosynthesis dataset with 1.9M reactions from patents (1976-2016). (1) Given the product [Cl:1][C:2]1[CH:3]=[C:4]([NH:16][C:17]2[C:26]3[C:21](=[CH:22][CH:23]=[CH:24][C:25]=3[O:27][C@H:28]([CH3:33])[C:29]([N:35]([CH3:36])[CH3:34])=[O:31])[N:20]=[CH:19][N:18]=2)[CH:5]=[CH:6][C:7]=1[O:8][C:9]1[CH:10]=[N:11][C:12]([CH3:15])=[CH:13][CH:14]=1, predict the reactants needed to synthesize it. The reactants are: [Cl:1][C:2]1[CH:3]=[C:4]([NH:16][C:17]2[C:26]3[C:21](=[CH:22][CH:23]=[CH:24][C:25]=3[O:27][C@H:28]([CH3:33])[C:29]([O:31]C)=O)[N:20]=[CH:19][N:18]=2)[CH:5]=[CH:6][C:7]=1[O:8][C:9]1[CH:10]=[N:11][C:12]([CH3:15])=[CH:13][CH:14]=1.[CH3:34][NH:35][CH3:36]. (2) Given the product [Br:1][C:2]1[CH:3]=[CH:4][C:5]([CH2:6][CH:7]([CH2:8][C:26]2[CH:29]=[CH:30][C:23]([I:22])=[CH:24][CH:25]=2)[C:13]([O:15][CH2:16][CH3:17])=[O:14])=[CH:18][CH:19]=1, predict the reactants needed to synthesize it. The reactants are: [Br:1][C:2]1[CH:19]=[CH:18][C:5]([CH2:6][CH:7]([C:13]([O:15][CH2:16][CH3:17])=[O:14])[C:8](OCC)=O)=[CH:4][CH:3]=1.[H-].[Na+].[I:22][C:23]1[CH:30]=[CH:29][C:26](CBr)=[CH:25][CH:24]=1.[Cl-].[NH4+].[Cl-].[Li+]. (3) Given the product [NH2:2][C:3]([CH3:15])([CH3:14])[C:4]([O:6][CH2:7][C:8]1[CH:13]=[CH:12][CH:11]=[CH:10][CH:9]=1)=[O:5], predict the reactants needed to synthesize it. The reactants are: Cl.[NH2:2][C:3]([CH3:15])([CH3:14])[C:4]([O:6][CH2:7][C:8]1[CH:13]=[CH:12][CH:11]=[CH:10][CH:9]=1)=[O:5]. (4) Given the product [Cl:21][C:14]1[CH:15]=[CH:16][C:17]([O:19][CH3:20])=[CH:18][C:13]=1[N:10]1[CH:11]([CH3:12])[C:5]2[C:6](=[N:7][C:2]([NH:29][C:30]3[CH:35]=[CH:34][CH:33]=[CH:32][CH:31]=3)=[N:3][CH:4]=2)[N:8]([C:23]2[CH:28]=[CH:27][CH:26]=[CH:25][CH:24]=2)[C:9]1=[O:22], predict the reactants needed to synthesize it. The reactants are: Cl[C:2]1[N:7]=[C:6]2[N:8]([C:23]3[CH:28]=[CH:27][CH:26]=[CH:25][CH:24]=3)[C:9](=[O:22])[N:10]([C:13]3[CH:18]=[C:17]([O:19][CH3:20])[CH:16]=[CH:15][C:14]=3[Cl:21])[CH:11]([CH3:12])[C:5]2=[CH:4][N:3]=1.[NH2:29][C:30]1[CH:35]=[CH:34][CH:33]=[CH:32][CH:31]=1. (5) Given the product [I:51][CH2:2][C:3]1[C:4]([C:27]([O:29][CH2:30][CH3:31])=[O:28])=[N:5][N:6]([C:8]([C:21]2[CH:26]=[CH:25][CH:24]=[CH:23][CH:22]=2)([C:15]2[CH:20]=[CH:19][CH:18]=[CH:17][CH:16]=2)[C:9]2[CH:14]=[CH:13][CH:12]=[CH:11][CH:10]=2)[CH:7]=1, predict the reactants needed to synthesize it. The reactants are: O[CH2:2][C:3]1[C:4]([C:27]([O:29][CH2:30][CH3:31])=[O:28])=[N:5][N:6]([C:8]([C:21]2[CH:26]=[CH:25][CH:24]=[CH:23][CH:22]=2)([C:15]2[CH:20]=[CH:19][CH:18]=[CH:17][CH:16]=2)[C:9]2[CH:14]=[CH:13][CH:12]=[CH:11][CH:10]=2)[CH:7]=1.C1(P(C2C=CC=CC=2)C2C=CC=CC=2)C=CC=CC=1.[I:51]I.N1C=CN=C1. (6) The reactants are: [C:1](Cl)(Cl)=[S:2].[NH2:5][C:6]1[CH:7]=[C:8]([CH:11]=[CH:12][C:13]=1[O:14][CH3:15])[C:9]#[N:10].C(=O)(O)[O-].[Na+].C(OCC)(=O)C. Given the product [N:5]([C:6]1[CH:7]=[C:8]([CH:11]=[CH:12][C:13]=1[O:14][CH3:15])[C:9]#[N:10])=[C:1]=[S:2], predict the reactants needed to synthesize it. (7) Given the product [OH:1][C:2]1[CH:7]=[C:6]([CH3:8])[N:10]([C:11]2[CH:12]=[C:13]3[C:17](=[CH:18][CH:19]=2)[NH:16][N:15]=[CH:14]3)[C:4](=[O:9])[CH:3]=1, predict the reactants needed to synthesize it. The reactants are: [OH:1][C:2]1[CH:7]=[C:6]([CH3:8])O[C:4](=[O:9])[CH:3]=1.[NH2:10][C:11]1[CH:12]=[C:13]2[C:17](=[CH:18][CH:19]=1)[NH:16][N:15]=[CH:14]2. (8) Given the product [F:42][C:40]1([F:43])[CH2:41][C@@H:39]1[CH2:38][O:1][C:2]1[CH:3]=[CH:4][C:5]([C:8]2[O:9][C:10]3[CH:15]=[C:14]([O:16][CH2:17][C@@H:18]([NH:20][C:21](=[O:23])[CH3:22])[CH3:19])[N:13]=[CH:12][C:11]=3[N:24]=2)=[N:6][CH:7]=1, predict the reactants needed to synthesize it. The reactants are: [OH:1][C:2]1[CH:3]=[CH:4][C:5]([C:8]2[O:9][C:10]3[CH:15]=[C:14]([O:16][CH2:17][C@@H:18]([NH:20][C:21](=[O:23])[CH3:22])[CH3:19])[N:13]=[CH:12][C:11]=3[N:24]=2)=[N:6][CH:7]=1.[N+](C1C=CC(S(O[CH2:38][C@H:39]2[CH2:41][C:40]2([F:43])[F:42])(=O)=O)=CC=1)([O-])=O.C(=O)([O-])[O-].[K+].[K+].